This data is from Reaction yield outcomes from USPTO patents with 853,638 reactions. The task is: Predict the reaction yield, written as a fraction of the theoretical maximum amount of product (1.0 means a 100% yield; for example, 0.34 means a 34% yield). (1) The reactants are O[CH2:2][N:3]1[CH2:7][CH:6]([CH2:8][CH2:9][CH3:10])[CH2:5][C:4]1=[O:11].C(N(CC)C(=O)OCN1CC(CCC)CC1=O)C.[Cl:30][C:31]1[NH:35][C:34]2[CH:36]=[CH:37][CH:38]=[CH:39][C:33]=2[N:32]=1. The catalyst is C(#N)C. The product is [Cl:30][C:31]1[N:35]([CH2:2][N:3]2[CH2:7][CH:6]([CH2:8][CH2:9][CH3:10])[CH2:5][C:4]2=[O:11])[C:34]2[CH:36]=[CH:37][CH:38]=[CH:39][C:33]=2[N:32]=1. The yield is 0.492. (2) The reactants are CC(C)([O-])C.[K+].[C:7]([O:13][CH3:14])(=[O:12])[CH2:8][C:9]([CH3:11])=[O:10].C(O)(C)(C)C.[F:20][C:21]1[CH:28]=[CH:27][C:24]([CH2:25]Br)=[CH:23][CH:22]=1. The catalyst is O1CCCC1. The product is [F:20][C:21]1[CH:28]=[CH:27][C:24]([CH2:25][CH:8]([C:9](=[O:10])[CH3:11])[C:7]([O:13][CH3:14])=[O:12])=[CH:23][CH:22]=1. The yield is 0.750. (3) The reactants are [F:1][C:2]1[CH:7]=[C:6]([I:8])[CH:5]=[CH:4][C:3]=1[NH:9][C:10]1[C:11]([C:15]([O:17]C)=[O:16])=[CH:12][S:13][CH:14]=1.[OH-].[Li+]. The catalyst is O1CCCC1.CO.O. The product is [F:1][C:2]1[CH:7]=[C:6]([I:8])[CH:5]=[CH:4][C:3]=1[NH:9][C:10]1[C:11]([C:15]([OH:17])=[O:16])=[CH:12][S:13][CH:14]=1. The yield is 0.790.